Predict which catalyst facilitates the given reaction. From a dataset of Catalyst prediction with 721,799 reactions and 888 catalyst types from USPTO. Reactant: [CH2:1]=[C:2]1[CH2:15][CH2:14][C:5]2([C:13]3[C:8](=[CH:9][CH:10]=[CH:11][CH:12]=3)[CH2:7][O:6]2)[CH2:4][C:3]1=O.CSC.B.[OH-:21].[Na+].[O-:23]O. Product: [OH:21][CH2:1][CH:2]1[CH2:15][CH2:14][C:5]2([C:13]3[C:8](=[CH:9][CH:10]=[CH:11][CH:12]=3)[C:7](=[O:23])[O:6]2)[CH2:4][CH2:3]1. The catalyst class is: 30.